This data is from Reaction yield outcomes from USPTO patents with 853,638 reactions. The task is: Predict the reaction yield, written as a fraction of the theoretical maximum amount of product (1.0 means a 100% yield; for example, 0.34 means a 34% yield). (1) The yield is 0.750. The product is [ClH:14].[N:1]1([C:6]2[CH:13]=[CH:12][CH:11]=[CH:10][C:7]=2[CH2:8][NH2:9])[CH:5]=[N:4][CH:3]=[N:2]1. The reactants are [N:1]1([C:6]2[CH:13]=[CH:12][CH:11]=[CH:10][C:7]=2[C:8]#[N:9])[CH:5]=[N:4][CH:3]=[N:2]1.[ClH:14]. The catalyst is C(O)C.[Pd]. (2) The reactants are Cl.[C:2](=[NH:7])([NH2:6])[CH2:3][CH2:4][CH3:5].C[O-].[Na+].[C:11]([C:13]1[CH:18]=[CH:17][CH:16]=[CH:15][C:14]=1[C:19]1[CH:24]=[CH:23][C:22]([CH2:25][CH:26]([C:31](=O)[CH2:32][CH2:33][CH2:34][CH3:35])[C:27](OC)=[O:28])=[CH:21][CH:20]=1)#[N:12]. The catalyst is CO. The product is [CH2:32]([C:31]1[N:7]=[C:2]([CH2:3][CH2:4][CH3:5])[NH:6][C:27](=[O:28])[C:26]=1[CH2:25][C:22]1[CH:21]=[CH:20][C:19]([C:14]2[C:13]([C:11]#[N:12])=[CH:18][CH:17]=[CH:16][CH:15]=2)=[CH:24][CH:23]=1)[CH2:33][CH2:34][CH3:35]. The yield is 0.820.